This data is from Forward reaction prediction with 1.9M reactions from USPTO patents (1976-2016). The task is: Predict the product of the given reaction. (1) Given the reactants [CH2:1]([NH:8][C:9]([N:11]1[C@H:16]2[CH2:17][N:18]([CH2:31][C:32]3[CH:37]=[CH:36][CH:35]=[C:34](F)[N:33]=3)[C:19](=[O:30])[C@H:20]([CH2:21][C:22]3[CH:27]=[CH:26][C:25]([OH:28])=[CH:24][C:23]=3[F:29])[N:15]2[C:14](=[O:39])[CH2:13][N:12]1[CH2:40][CH:41]=[CH2:42])=[O:10])[C:2]1[CH:7]=[CH:6][CH:5]=[CH:4][CH:3]=1.[NH:43]1[CH2:46][CH:45]([N:47]2[CH2:52][CH2:51][N:50]([CH3:53])[C@@H:49]([CH3:54])[CH2:48]2)[CH2:44]1, predict the reaction product. The product is: [CH2:1]([NH:8][C:9]([N:11]1[C@H:16]2[CH2:17][N:18]([CH2:31][C:32]3[CH:37]=[CH:36][CH:35]=[C:34]([N:43]4[CH2:46][CH:45]([N:47]5[CH2:52][CH2:51][N:50]([CH3:53])[C@@H:49]([CH3:54])[CH2:48]5)[CH2:44]4)[N:33]=3)[C:19](=[O:30])[C@H:20]([CH2:21][C:22]3[CH:27]=[CH:26][C:25]([OH:28])=[CH:24][C:23]=3[F:29])[N:15]2[C:14](=[O:39])[CH2:13][N:12]1[CH2:40][CH:41]=[CH2:42])=[O:10])[C:2]1[CH:7]=[CH:6][CH:5]=[CH:4][CH:3]=1. (2) Given the reactants CN(C(ON1N=NC2C=CC=CC1=2)=[N+](C)C)C.[B-](F)(F)(F)F.CN1CCOCC1.Cl.[CH3:31][O:32][C:33]1[CH:34]=[C:35]([CH:39]2[CH2:44][N:43]3[CH:45]=[C:46]([C:48]([OH:50])=O)[N:47]=[C:42]3[CH2:41][CH2:40]2)[CH:36]=[CH:37][CH:38]=1.[CH3:51][CH:52]([NH2:61])[CH2:53][CH2:54][C:55]1[CH:60]=[CH:59][CH:58]=[CH:57][CH:56]=1, predict the reaction product. The product is: [CH3:31][O:32][C:33]1[CH:34]=[C:35]([CH:39]2[CH2:44][N:43]3[CH:45]=[C:46]([C:48]([NH:61][CH:52]([CH2:53][CH2:54][C:55]4[CH:60]=[CH:59][CH:58]=[CH:57][CH:56]=4)[CH3:51])=[O:50])[N:47]=[C:42]3[CH2:41][CH2:40]2)[CH:36]=[CH:37][CH:38]=1. (3) Given the reactants [N+:1]([C:4]1[CH:9]=[CH:8][C:7]([C:10]([F:13])([F:12])[F:11])=[CH:6][CH:5]=1)([O-:3])=[O:2].ClC1C=CC(O[CH2:20][C:21]#[N:22])=CC=1.CC(C)([O-])C.[K+], predict the reaction product. The product is: [N+:1]([C:4]1[CH:5]=[CH:6][C:7]([C:10]([F:11])([F:12])[F:13])=[CH:8][C:9]=1[CH2:20][C:21]#[N:22])([O-:3])=[O:2]. (4) Given the reactants C([O:3][C:4]([C:6]1[CH:11]=[CH:10][C:9]([C:12]2[CH:17]=[C:16]([NH:18][C:19]([C:21]3[S:22][CH:23]=[CH:24][CH:25]=3)=[O:20])[CH:15]=[CH:14][C:13]=2[CH3:26])=[CH:8][CH:7]=1)=[O:5])C, predict the reaction product. The product is: [CH3:26][C:13]1[CH:14]=[CH:15][C:16]([NH:18][C:19]([C:21]2[S:22][CH:23]=[CH:24][CH:25]=2)=[O:20])=[CH:17][C:12]=1[C:9]1[CH:10]=[CH:11][C:6]([C:4]([OH:5])=[O:3])=[CH:7][CH:8]=1. (5) Given the reactants [CH3:1][O:2][C:3]([C:5]1([CH2:11]I)[CH2:10][CH2:9][CH2:8][CH2:7][CH2:6]1)=[O:4].[C:13]([O-:16])(=[S:15])[CH3:14].[K+].O, predict the reaction product. The product is: [CH3:1][O:2][C:3]([C:5]1([CH2:11][S:15][C:13](=[O:16])[CH3:14])[CH2:10][CH2:9][CH2:8][CH2:7][CH2:6]1)=[O:4]. (6) Given the reactants [OH:1][CH:2]1[C:17](=[O:18])[N:5]2[CH2:6][CH2:7][N:8]([C:10]([O:12][C:13]([CH3:16])([CH3:15])[CH3:14])=[O:11])[CH2:9][CH:4]2[CH2:3]1.C(=O)([O-])[O-].[Cs+].[Cs+].Br[C:26]1[CH:31]=[N:30][C:29]([CH:32]2[CH2:34][CH2:33]2)=[CH:28][N:27]=1, predict the reaction product. The product is: [CH:32]1([C:29]2[N:30]=[CH:31][C:26]([O:1][CH:2]3[C:17](=[O:18])[N:5]4[CH2:6][CH2:7][N:8]([C:10]([O:12][C:13]([CH3:15])([CH3:14])[CH3:16])=[O:11])[CH2:9][CH:4]4[CH2:3]3)=[N:27][CH:28]=2)[CH2:34][CH2:33]1. (7) Given the reactants [OH:1][C:2]1[CH:11]=[C:10]2[C:5]([CH2:6][CH2:7][CH:8]([NH:12][C:13](=[O:19])[O:14][C:15]([CH3:18])([CH3:17])[CH3:16])[CH2:9]2)=[CH:4][CH:3]=1.[N+]([C:23]1[CH:28]=[CH:27][N:26]=[C:25]([NH:29][C:30]([CH:32]2[CH2:34][CH2:33]2)=[O:31])[CH:24]=1)([O-])=O.C(=O)([O-])[O-].[Cs+].[Cs+], predict the reaction product. The product is: [CH:32]1([C:30]([NH:29][C:25]2[CH:24]=[C:23]([O:1][C:2]3[CH:11]=[C:10]4[C:5]([CH2:6][CH2:7][CH:8]([NH:12][C:13](=[O:19])[O:14][C:15]([CH3:16])([CH3:18])[CH3:17])[CH2:9]4)=[CH:4][CH:3]=3)[CH:28]=[CH:27][N:26]=2)=[O:31])[CH2:33][CH2:34]1.